Task: Predict the reactants needed to synthesize the given product.. Dataset: Full USPTO retrosynthesis dataset with 1.9M reactions from patents (1976-2016) (1) Given the product [F:34][C:31]1([F:33])[O:32][C:25]2[CH:24]=[CH:23][C:28]([NH:29][C:2]3[N:7]=[CH:6][N:5]=[C:4]([C:8]4[CH:9]=[CH:10][C:11]([O:16][CH:17]5[CH2:22][CH2:21][O:20][CH2:19][CH2:18]5)=[C:12]([CH:15]=4)[C:13]#[N:14])[N:3]=3)=[CH:27][C:26]=2[O:30]1, predict the reactants needed to synthesize it. The reactants are: Cl[C:2]1[N:7]=[CH:6][N:5]=[C:4]([C:8]2[CH:9]=[CH:10][C:11]([O:16][CH:17]3[CH2:22][CH2:21][O:20][CH2:19][CH2:18]3)=[C:12]([CH:15]=2)[C:13]#[N:14])[N:3]=1.[CH:23]1[C:28]([NH2:29])=[CH:27][C:26]2[O:30][C:31]([F:34])([F:33])[O:32][C:25]=2[CH:24]=1.C(N(CC)C(C)C)(C)C. (2) The reactants are: C(OCC)(=O)CCC([O:6][C:7]1[C:16]2[CH:15]=[C:14]([C:17]3[CH:22]=[CH:21][CH:20]=[CH:19][CH:18]=3)[N:13]=[N:12][C:11]=2[N:10]([CH3:23])[C:9](=[O:24])[CH:8]=1)=O.OC1C2C=C(C3C=CC=CC=3)N=NC=2N(C)C(=O)C=1.Cl[C:49](=[O:57])[CH2:50][CH2:51][C:52]([O:54]CC)=[O:53]. Given the product [OH:6][C:7]1[C:16]2[CH:15]=[C:14]([C:17]3[CH:18]=[CH:19][CH:20]=[CH:21][CH:22]=3)[N:13]=[N:12][C:11]=2[N:10]([CH3:23])[C:9](=[O:24])[C:8]=1[C:49](=[O:57])[CH2:50][CH2:51][C:52]([OH:54])=[O:53], predict the reactants needed to synthesize it. (3) The reactants are: [F:1][C:2]([F:13])([F:12])[O:3][C:4]1[CH:11]=[CH:10][C:7]([CH:8]=[O:9])=[CH:6][CH:5]=1.C(Cl)Cl.OS(O)(=O)=O.[Br:22]N1C(=O)CCC1=O. Given the product [Br:22][C:5]1[CH:6]=[C:7]([CH:10]=[CH:11][C:4]=1[O:3][C:2]([F:12])([F:13])[F:1])[CH:8]=[O:9], predict the reactants needed to synthesize it. (4) Given the product [OH:23][NH:22][C:3](=[O:2])[CH2:4][CH2:5][CH2:6][CH2:7][CH2:8][NH:9][C:10]([NH:12][C:13](=[O:20])[C:14]1[CH:19]=[CH:18][CH:17]=[CH:16][CH:15]=1)=[O:11], predict the reactants needed to synthesize it. The reactants are: C[O:2][C:3](=O)[CH2:4][CH2:5][CH2:6][CH2:7][CH2:8][NH:9][C:10]([NH:12][C:13](=[O:20])[C:14]1[CH:19]=[CH:18][CH:17]=[CH:16][CH:15]=1)=[O:11].[NH2:22][OH:23].Cl.C[O-].[Na+].FC(F)(F)C(O)=O. (5) Given the product [CH3:43][N:4]1[C:5]([C:6]2[CH:7]=[CH:8][C:9]([NH:12][C:13]([CH:15]3[CH:19]([C:20]4[CH:25]=[CH:24][CH:23]=[C:22]([Cl:26])[C:21]=4[CH3:27])[C:18]([C:30]4[CH:35]=[CH:34][C:33]([Cl:36])=[CH:32][C:31]=4[F:37])([C:28]#[N:29])[CH:17]([CH2:38][C:39]([CH3:42])([CH3:41])[CH3:40])[NH:16]3)=[O:14])=[CH:10][CH:11]=2)=[N:1][N:2]=[N:3]1, predict the reactants needed to synthesize it. The reactants are: [NH:1]1[C:5]([C:6]2[CH:11]=[CH:10][C:9]([NH:12][C:13]([CH:15]3[CH:19]([C:20]4[CH:25]=[CH:24][CH:23]=[C:22]([Cl:26])[C:21]=4[CH3:27])[C:18]([C:30]4[CH:35]=[CH:34][C:33]([Cl:36])=[CH:32][C:31]=4[F:37])([C:28]#[N:29])[CH:17]([CH2:38][C:39]([CH3:42])([CH3:41])[CH3:40])[NH:16]3)=[O:14])=[CH:8][CH:7]=2)=[N:4][N:3]=[N:2]1.[C:43](=O)(O)[O-].[Na+].S(OC)(OC)(=O)=O.